The task is: Binary Classification. Given a miRNA mature sequence and a target amino acid sequence, predict their likelihood of interaction.. This data is from Experimentally validated miRNA-target interactions with 360,000+ pairs, plus equal number of negative samples. (1) The miRNA is hsa-miR-4464 with sequence AAGGUUUGGAUAGAUGCAAUA. The protein sequence of the target gene is MSAGDPRVGSGSLDSFMFSIPLVALNVGVRRRLSLFLNPRTPVAADWTLLAEEMGFEYLEIRELETRPDPTRSLLDAWQGRSGASVGRLLELLALLDREDILKELKSRIEEDCQKYLGKQQNQESEKPLQVARVESSVPQTKELGGITTLDDPLGQTPELFDAFICYCPNDIEFVQEMIRQLEQTDYRLKLCVSDRDVLPGTCVWSIASELIEKRCRRMVVVVSDDYLQSKECDFQTKFALSLSPGVQQKRLIPIKYKAMKKDFPSILRFITICDYTNPCTKSWFWTRLAKALSLP. Result: 0 (no interaction). (2) The miRNA is hsa-miR-3117-5p with sequence AGACACUAUACGAGUCAUAU. The protein sequence of the target gene is MPFKAFDTFKEKILKPGKEGVKNAVGDSLGILQRKIDGTTEEEDNIELNEEGRPVQTSRPSPPLCDCHCCGLPKRYIIAIMSGLGFCISFGIRCNLGVAIVEMVNNSTVYVDGKPEIQTAQFNWDPETVGLIHGSFFWGYIMTQIPGGFISNKFAANRVFGAAIFLTSTLNMFIPSAARVHYGCVMCVRILQGLVEGVTYPACHGMWSKWAPPLERSRLATTSFCGSYAGAVVAMPLAGVLVQYIGWSSVFYIYGMFGIIWYMFWLLQAYECPAAHPTISNEEKTYIETSIGEGANVVSL.... Result: 0 (no interaction).